This data is from Catalyst prediction with 721,799 reactions and 888 catalyst types from USPTO. The task is: Predict which catalyst facilitates the given reaction. Reactant: [OH-].[Na+].[Cl:3][CH2:4][CH2:5][CH2:6][CH:7]([CH:12]1[CH2:17][CH2:16][CH2:15][CH2:14][CH2:13]1)[C:8]([O:10]C)=[O:9].CO.O. Product: [Cl:3][CH2:4][CH2:5][CH2:6][CH:7]([CH:12]1[CH2:17][CH2:16][CH2:15][CH2:14][CH2:13]1)[C:8]([OH:10])=[O:9]. The catalyst class is: 165.